This data is from Reaction yield outcomes from USPTO patents with 853,638 reactions. The task is: Predict the reaction yield, written as a fraction of the theoretical maximum amount of product (1.0 means a 100% yield; for example, 0.34 means a 34% yield). (1) The reactants are Cl[C:2]1[CH:7]=[C:6]([O:8][C:9]2[CH:18]=[C:17]3[C:12]([CH2:13][CH2:14][CH:15]([C:19]([OH:21])=[O:20])[CH2:16]3)=[CH:11][CH:10]=2)[CH:5]=[CH:4][N:3]=1.[CH3:22][O:23][C:24]1[CH:29]=[CH:28][C:27]([CH2:30][NH:31][CH3:32])=[CH:26][CH:25]=1.[OH-].[Na+]. The catalyst is CN1C(=O)CCC1.O.Cl. The product is [CH3:22][O:23][C:24]1[CH:29]=[CH:28][C:27]([CH2:30][N:31]([CH3:32])[C:2]2[CH:7]=[C:6]([O:8][C:9]3[CH:18]=[C:17]4[C:12]([CH2:13][CH2:14][CH:15]([C:19]([OH:21])=[O:20])[CH2:16]4)=[CH:11][CH:10]=3)[CH:5]=[CH:4][N:3]=2)=[CH:26][CH:25]=1. The yield is 0.281. (2) The reactants are C(N(CC)C(C)C)(C)C.[Cl:10][C:11]1[N:12]=[CH:13][C:14]([C:17]([OH:19])=O)=[N:15][CH:16]=1.Cl.[CH:21]1([C@H:24]([NH2:29])[C:25]([F:28])([F:27])[F:26])[CH2:23][CH2:22]1.C([O-])(O)=O.[Na+]. The catalyst is C(Cl)Cl. The yield is 0.720. The product is [Cl:10][C:11]1[N:12]=[CH:13][C:14]([C:17]([NH:29][C@@H:24]([CH:21]2[CH2:23][CH2:22]2)[C:25]([F:28])([F:27])[F:26])=[O:19])=[N:15][CH:16]=1. (3) The reactants are C[O:2][C:3](=[O:19])[C@H:4]([NH:11][C:12]1[CH:17]=[CH:16][C:15]([F:18])=[CH:14][CH:13]=1)[C:5]1[CH:10]=[CH:9][CH:8]=[CH:7][CH:6]=1.Cl. The catalyst is O1CCOCC1. The product is [F:18][C:15]1[CH:16]=[CH:17][C:12]([NH:11][C@H:4]([C:5]2[CH:6]=[CH:7][CH:8]=[CH:9][CH:10]=2)[C:3]([OH:19])=[O:2])=[CH:13][CH:14]=1. The yield is 0.870.